Dataset: Reaction yield outcomes from USPTO patents with 853,638 reactions. Task: Predict the reaction yield, written as a fraction of the theoretical maximum amount of product (1.0 means a 100% yield; for example, 0.34 means a 34% yield). (1) The reactants are [Cl:1][C:2]1[N:7]=[C:6]([C:8]2[S:12][C:11]([N:13]3[CH2:18][CH2:17]N(C)C[CH2:14]3)=[N:10][C:9]=2[C:20]2[CH:21]=[C:22]([NH:26][C:27](=[O:36])[C:28]3[C:33]([F:34])=[CH:32][CH:31]=[CH:30][C:29]=3[F:35])[CH:23]=[CH:24][CH:25]=2)[CH:5]=[CH:4][N:3]=1.C1C(=O)N(Br)C(=O)C1.N1(C(=S)N)CCC1. The catalyst is O1CCOCC1. The product is [N:13]1([C:11]2[S:12][C:8]([C:6]3[CH:5]=[CH:4][N:3]=[C:2]([Cl:1])[N:7]=3)=[C:9]([C:20]3[CH:21]=[C:22]([NH:26][C:27](=[O:36])[C:28]4[C:29]([F:35])=[CH:30][CH:31]=[CH:32][C:33]=4[F:34])[CH:23]=[CH:24][CH:25]=3)[N:10]=2)[CH2:18][CH2:17][CH2:14]1. The yield is 0.600. (2) The reactants are CON(C)[C:4](=[O:14])[CH2:5][NH:6][C:7](=[O:13])[O:8][C:9]([CH3:12])([CH3:11])[CH3:10].[CH3:16][Mg+].[Br-]. The catalyst is C1COCC1. The product is [O:14]=[C:4]([CH3:16])[CH2:5][NH:6][C:7](=[O:13])[O:8][C:9]([CH3:12])([CH3:11])[CH3:10]. The yield is 0.720. (3) The reactants are [Br:1][C:2]1[N:3]([C:8]2[C:17]3[C:12](=[CH:13][CH:14]=[CH:15][CH:16]=3)[C:11]([CH:18]3[CH2:20][CH2:19]3)=[CH:10][CH:9]=2)[C:4]([SH:7])=[N:5][N:6]=1.Br[C:22]([CH3:31])([CH3:30])[C:23]([O:25][C:26]([CH3:29])([CH3:28])[CH3:27])=[O:24].C(N(C(C)C)CC)(C)C. The catalyst is CN(C=O)C. The product is [Br:1][C:2]1[N:3]([C:8]2[C:17]3[C:12](=[CH:13][CH:14]=[CH:15][CH:16]=3)[C:11]([CH:18]3[CH2:20][CH2:19]3)=[CH:10][CH:9]=2)[C:4]([S:7][C:22]([CH3:31])([CH3:30])[C:23]([O:25][C:26]([CH3:29])([CH3:28])[CH3:27])=[O:24])=[N:5][N:6]=1. The yield is 0.750. (4) The reactants are P(Cl)(Cl)([Cl:3])=O.C1(C)C=CC=CC=1.[CH3:13][O:14][C:15]1[C:35]([O:36][CH3:37])=[C:34]([O:38][CH3:39])[CH:33]=[C:32]([CH3:40])[C:16]=1[C:17]([C:19]1[C:24]([C:25]([F:28])([F:27])[F:26])=[CH:23][N+:22]([O-])=[CH:21][C:20]=1[O:30][CH3:31])=[O:18]. The catalyst is CN(C)C=O. The product is [CH3:13][O:14][C:15]1[C:35]([O:36][CH3:37])=[C:34]([O:38][CH3:39])[CH:33]=[C:32]([CH3:40])[C:16]=1[C:17]([C:19]1[C:20]([O:30][CH3:31])=[CH:21][N:22]=[C:23]([Cl:3])[C:24]=1[C:25]([F:28])([F:27])[F:26])=[O:18]. The yield is 0.850. (5) The reactants are [I:1][CH2:2][CH:3]1[CH2:7][CH2:6][CH2:5][CH2:4]1.[C:8]1([P:14]([C:21]2[CH:26]=[CH:25][CH:24]=[CH:23][CH:22]=2)[C:15]2[CH:20]=[CH:19][CH:18]=[CH:17][CH:16]=2)[CH:13]=[CH:12][CH:11]=[CH:10][CH:9]=1. The catalyst is C(#N)C. The product is [I-:1].[CH:3]1([CH2:2][P+:14]([C:15]2[CH:16]=[CH:17][CH:18]=[CH:19][CH:20]=2)([C:21]2[CH:26]=[CH:25][CH:24]=[CH:23][CH:22]=2)[C:8]2[CH:9]=[CH:10][CH:11]=[CH:12][CH:13]=2)[CH2:7][CH2:6][CH2:5][CH2:4]1. The yield is 0.920.